Dataset: Reaction yield outcomes from USPTO patents with 853,638 reactions. Task: Predict the reaction yield, written as a fraction of the theoretical maximum amount of product (1.0 means a 100% yield; for example, 0.34 means a 34% yield). (1) The reactants are [C:1]([C:3]1([C:7]2[CH:8]=[C:9]([CH:13]=[CH:14][CH:15]=2)[C:10]([OH:12])=O)[CH2:6][CH2:5][CH2:4]1)#[N:2].C(Cl)(=O)C(Cl)=O.O1CCCC1.[NH2:27][C:28]1[CH:29]=[C:30]([CH:47]=[CH:48][CH:49]=1)[O:31][C:32]1[CH:33]=[CH:34][C:35]2[N:36]([CH:38]=[C:39]([NH:41][C:42]([CH:44]3[CH2:46][CH2:45]3)=[O:43])[N:40]=2)[N:37]=1. The catalyst is CN(C)C=O.CN1CCCC1=O. The product is [C:1]([C:3]1([C:7]2[CH:8]=[C:9]([CH:13]=[CH:14][CH:15]=2)[C:10]([NH:27][C:28]2[CH:49]=[CH:48][CH:47]=[C:30]([O:31][C:32]3[CH:33]=[CH:34][C:35]4[N:36]([CH:38]=[C:39]([NH:41][C:42]([CH:44]5[CH2:45][CH2:46]5)=[O:43])[N:40]=4)[N:37]=3)[CH:29]=2)=[O:12])[CH2:4][CH2:5][CH2:6]1)#[N:2]. The yield is 0.600. (2) The reactants are C[Si](C)(C)[N-:3][Si](C)(C)C.[K+].[C:11]1(C)C=[CH:15][CH:14]=[CH:13][CH:12]=1.[CH:18](S([O-])(=O)=O)([CH3:20])[CH3:19]. The catalyst is O1CCCC1. The product is [NH:3]1[C:15]2[C:20](=[CH:11][CH:12]=[CH:13][CH:14]=2)[CH:18]=[CH:19]1. The yield is 0.700. (3) The reactants are Br[C:2]1[C:11]2[C:6](=[CH:7][CH:8]=[CH:9][CH:10]=2)[C:5]([C:12]2[CH:17]=[CH:16][C:15]([Cl:18])=[CH:14][CH:13]=2)=[C:4]([CH:19]([O:25][C:26]([CH3:29])([CH3:28])[CH3:27])[C:20]([O:22][CH2:23][CH3:24])=[O:21])[C:3]=1[CH3:30].[C:31]([O-])([O-])=[O:32].[K+].[K+].C([B-](F)(F)F)=C.[K+].C1(C)C=CC=CC=1. The product is [C:26]([O:25][CH:19]([C:4]1[C:3]([CH3:30])=[C:2]([CH:31]=[O:32])[C:11]2[C:6](=[CH:7][CH:8]=[CH:9][CH:10]=2)[C:5]=1[C:12]1[CH:17]=[CH:16][C:15]([Cl:18])=[CH:14][CH:13]=1)[C:20]([O:22][CH2:23][CH3:24])=[O:21])([CH3:29])([CH3:28])[CH3:27]. The catalyst is O.CCO.C1C=CC(P(C2C=CC=CC=2)[C-]2C=CC=C2)=CC=1.C1C=CC(P(C2C=CC=CC=2)[C-]2C=CC=C2)=CC=1.Cl[Pd]Cl.[Fe+2]. The yield is 0.510.